Dataset: Forward reaction prediction with 1.9M reactions from USPTO patents (1976-2016). Task: Predict the product of the given reaction. (1) Given the reactants [F:1][C:2]1[CH:7]=[CH:6][C:5]([C:8]([C:17]2[CH:22]=[CH:21][C:20]([F:23])=[CH:19][CH:18]=2)([NH2:16])[CH:9]([NH2:15])[CH2:10][O:11][CH2:12][O:13][CH3:14])=[CH:4][CH:3]=1.CO[C:26]([C:28]1[CH:33]=[CH:32][CH:31]=[C:30]([C:34]#N)[CH:29]=1)=[NH:27].C(OCC)(=O)C, predict the reaction product. The product is: [C:26]([C:28]1[CH:29]=[C:30]([C:34]2[NH:15][CH:9]([CH2:10][O:11][CH2:12][O:13][CH3:14])[C:8]([C:17]3[CH:18]=[CH:19][C:20]([F:23])=[CH:21][CH:22]=3)([C:5]3[CH:4]=[CH:3][C:2]([F:1])=[CH:7][CH:6]=3)[N:16]=2)[CH:31]=[CH:32][CH:33]=1)#[N:27]. (2) Given the reactants C(O)(=O)C.O.[Br:6][C:7]1[CH:12]=[C:11]([C:13]([F:16])([F:15])[F:14])[CH:10]=[C:9]([N+:17]([O-])=O)[C:8]=1[NH:20][CH3:21], predict the reaction product. The product is: [Br:6][C:7]1[CH:12]=[C:11]([C:13]([F:16])([F:15])[F:14])[CH:10]=[C:9]([NH2:17])[C:8]=1[NH:20][CH3:21]. (3) Given the reactants [C:1]([N:8]1[CH2:13][CH:12]=[C:11](OS(C(F)(F)F)(=O)=O)[CH2:10][CH2:9]1)([O:3][C:4]([CH3:7])([CH3:6])[CH3:5])=[O:2].C(N(CC)CC)C.[CH3:29][OH:30].CN(C)[CH:33]=[O:34], predict the reaction product. The product is: [C:1]([N:8]1[CH2:13][CH:12]=[C:11]([C:29]([O:34][CH3:33])=[O:30])[CH2:10][CH2:9]1)([O:3][C:4]([CH3:7])([CH3:6])[CH3:5])=[O:2]. (4) Given the reactants [CH2:1]([O:8][C:9]([NH:11][C@H:12]([CH2:17][OH:18])[C:13]([O:15][CH3:16])=[O:14])=[O:10])[C:2]1[CH:7]=[CH:6][CH:5]=[CH:4][CH:3]=1.CO[C:21](OC)([CH3:23])[CH3:22].B(F)(F)F.CCOCC, predict the reaction product. The product is: [CH3:22][C:21]1([CH3:23])[N:11]([C:9]([O:8][CH2:1][C:2]2[CH:3]=[CH:4][CH:5]=[CH:6][CH:7]=2)=[O:10])[C@@H:12]([C:13]([O:15][CH3:16])=[O:14])[CH2:17][O:18]1. (5) Given the reactants [Br:1][C:2]1[S:3][C:4]([C:13](=[O:24])[C:14]2[CH:19]=[CH:18][C:17](I)=[C:16]([N+:21]([O-:23])=[O:22])[CH:15]=2)=[CH:5][C:6]=1[CH2:7][C:8]([O:10][CH2:11][CH3:12])=[O:9].[C:25]1([C:31]#[CH:32])[CH:30]=[CH:29][CH:28]=[CH:27][CH:26]=1.C([O-])([O-])=O.[K+].[K+].CCN(CC)CC, predict the reaction product. The product is: [Br:1][C:2]1[S:3][C:4]([C:13](=[O:24])[C:14]2[CH:19]=[CH:18][C:17]([C:32]#[C:31][C:25]3[CH:30]=[CH:29][CH:28]=[CH:27][CH:26]=3)=[C:16]([N+:21]([O-:23])=[O:22])[CH:15]=2)=[CH:5][C:6]=1[CH2:7][C:8]([O:10][CH2:11][CH3:12])=[O:9]. (6) Given the reactants [NH2:1][C:2]1[N:7]=[CH:6][N:5]=[C:4]([C:8]2[NH:12][C:11]([C:13]([NH2:15])=[O:14])=[C:10]([C:16]3[CH:21]=[C:20]([Cl:22])[CH:19]=[CH:18][C:17]=3[CH3:23])[CH:9]=2)[CH:3]=1.I[CH2:25]C, predict the reaction product. The product is: [NH2:1][C:2]1[N:7]=[CH:6][N:5]=[C:4]([C:8]2[N:12]([CH3:25])[C:11]([C:13]([NH2:15])=[O:14])=[C:10]([C:16]3[CH:21]=[C:20]([Cl:22])[CH:19]=[CH:18][C:17]=3[CH3:23])[CH:9]=2)[CH:3]=1.